Task: Regression. Given a peptide amino acid sequence and an MHC pseudo amino acid sequence, predict their binding affinity value. This is MHC class II binding data.. Dataset: Peptide-MHC class II binding affinity with 134,281 pairs from IEDB (1) The peptide sequence is EDHWASRENSGGGVE. The MHC is HLA-DQA10303-DQB10402 with pseudo-sequence HLA-DQA10303-DQB10402. The binding affinity (normalized) is 0.323. (2) The peptide sequence is ATATAGTTVYGAFAA. The MHC is HLA-DQA10401-DQB10402 with pseudo-sequence HLA-DQA10401-DQB10402. The binding affinity (normalized) is 0.449. (3) The peptide sequence is PQPQLPYPQPELPY. The MHC is DRB1_0701 with pseudo-sequence DRB1_0701. The binding affinity (normalized) is 0.